This data is from Reaction yield outcomes from USPTO patents with 853,638 reactions. The task is: Predict the reaction yield, written as a fraction of the theoretical maximum amount of product (1.0 means a 100% yield; for example, 0.34 means a 34% yield). (1) The reactants are [NH:1]1[CH2:6][CH2:5][CH2:4][CH2:3][C@H:2]1[C:7]([O:9][C@@H:10]([C:23]1[CH:28]=[CH:27][CH:26]=[C:25]([O:29][CH2:30][CH2:31][N:32]2[CH2:37][CH2:36][O:35][CH2:34][CH2:33]2)[CH:24]=1)[CH2:11][CH2:12][C:13]1[CH:18]=[CH:17][C:16]([O:19][CH3:20])=[C:15]([O:21][CH3:22])[CH:14]=1)=[O:8].CN(C(ON1N=NC2C=CC=NC1=2)=[N+](C)C)C.F[P-](F)(F)(F)(F)F.[OH:62][C@@:63]1([C:70](=[O:74])[C:71](O)=[O:72])[CH2:68][CH2:67][CH2:66][CH2:65][C@H:64]1[CH3:69]. No catalyst specified. The product is [OH:62][C@@:63]1([C:70](=[O:74])[C:71]([N:1]2[CH2:6][CH2:5][CH2:4][CH2:3][C@H:2]2[C:7]([O:9][C@@H:10]([C:23]2[CH:28]=[CH:27][CH:26]=[C:25]([O:29][CH2:30][CH2:31][N:32]3[CH2:33][CH2:34][O:35][CH2:36][CH2:37]3)[CH:24]=2)[CH2:11][CH2:12][C:13]2[CH:18]=[CH:17][C:16]([O:19][CH3:20])=[C:15]([O:21][CH3:22])[CH:14]=2)=[O:8])=[O:72])[CH2:68][CH2:67][CH2:66][CH2:65][C@H:64]1[CH3:69]. The yield is 0.520. (2) The reactants are Cl[C:2]1[N:6]([CH3:7])[C:5]2[C:8]([CH:14]([CH2:17][CH3:18])[CH2:15][CH3:16])=[CH:9][CH:10]=[C:11]([O:12][CH3:13])[C:4]=2[N:3]=1.[Br:19][C:20]1[CH:25]=[C:24]([F:26])[C:23]([OH:27])=[C:22]([Cl:28])[CH:21]=1.C(=O)([O-])[O-].[K+].[K+].CN(C)C=O. The catalyst is O. The product is [Br:19][C:20]1[CH:25]=[C:24]([F:26])[C:23]([O:27][C:2]2[N:6]([CH3:7])[C:5]3[C:8]([CH:14]([CH2:17][CH3:18])[CH2:15][CH3:16])=[CH:9][CH:10]=[C:11]([O:12][CH3:13])[C:4]=3[N:3]=2)=[C:22]([Cl:28])[CH:21]=1. The yield is 0.160. (3) The reactants are Cl[C:2]1[N:3]=[C:4]([NH:22][CH3:23])[C:5]2[CH2:10][CH2:9][CH:8]([C:11]3[CH:16]=[CH:15][C:14]([O:17][C:18]([F:21])([F:20])[F:19])=[CH:13][CH:12]=3)[C:6]=2[N:7]=1.[Cl:24][C:25]1[N:26]=[CH:27][N:28]([C:30]2[CH:36]=[CH:35][C:33]([NH2:34])=[CH:32][C:31]=2[O:37][CH3:38])[CH:29]=1. The catalyst is C(O)(=O)C.C1COCC1. The product is [Cl:24][C:25]1[N:26]=[CH:27][N:28]([C:30]2[CH:36]=[CH:35][C:33]([NH:34][C:2]3[N:3]=[C:4]([NH:22][CH3:23])[C:5]4[CH2:10][CH2:9][CH:8]([C:11]5[CH:16]=[CH:15][C:14]([O:17][C:18]([F:21])([F:19])[F:20])=[CH:13][CH:12]=5)[C:6]=4[N:7]=3)=[CH:32][C:31]=2[O:37][CH3:38])[CH:29]=1. The yield is 0.268. (4) The catalyst is C1COCC1.O. The product is [C:7]([C:6]1[C:5]([N+:2]([O-:4])=[O:3])=[CH:12][CH:11]=[CH:10][C:9]=1[O:13][CH2:14][CH:15]1[CH2:20][CH2:19][CH2:18][CH2:17][N:16]1[C:31]([NH:30][CH2:28][CH3:29])=[O:32])#[N:8]. The yield is 0.870. The reactants are Cl.[N+:2]([C:5]1[CH:12]=[CH:11][CH:10]=[C:9]([O:13][CH2:14][CH:15]2[CH2:20][CH2:19][CH2:18][CH2:17][NH:16]2)[C:6]=1[C:7]#[N:8])([O-:4])=[O:3].C(N(CC)CC)C.[CH2:28]([N:30]=[C:31]=[O:32])[CH3:29]. (5) The reactants are [N:1]1[CH:6]=[CH:5][CH:4]=[CH:3][C:2]=1[N:7]1[CH2:12][CH2:11][NH:10][CH2:9][CH2:8]1.[CH3:13][C:14]1[CH:19]=[CH:18][CH:17]=[CH:16][C:15]=1[NH:20][C:21](=[O:24])[CH2:22]Cl.C(=O)([O-])[O-].[Na+].[Na+]. The catalyst is CN(C)C=O.O. The product is [CH3:13][C:14]1[CH:19]=[CH:18][CH:17]=[CH:16][C:15]=1[NH:20][C:21](=[O:24])[CH2:22][N:10]1[CH2:9][CH2:8][N:7]([C:2]2[CH:3]=[CH:4][CH:5]=[CH:6][N:1]=2)[CH2:12][CH2:11]1. The yield is 0.630. (6) The catalyst is O1CCOCC1.O.CCO.C1C=CC([P]([Pd]([P](C2C=CC=CC=2)(C2C=CC=CC=2)C2C=CC=CC=2)([P](C2C=CC=CC=2)(C2C=CC=CC=2)C2C=CC=CC=2)[P](C2C=CC=CC=2)(C2C=CC=CC=2)C2C=CC=CC=2)(C2C=CC=CC=2)C2C=CC=CC=2)=CC=1. The reactants are Cl[C:2]1[CH:3]=[C:4]([CH3:17])[C:5]2[N:6]([C:8]([C:12]([O:14][CH2:15][CH3:16])=[O:13])=[C:9]([CH3:11])[N:10]=2)[N:7]=1.[F:18][C:19]([F:30])([F:29])[C:20]1[CH:25]=[CH:24][CH:23]=[CH:22][C:21]=1B(O)O.C(=O)([O-])[O-].[Cs+].[Cs+]. The product is [CH3:11][C:9]1[N:10]=[C:5]2[C:4]([CH3:17])=[CH:3][C:2]([C:21]3[CH:22]=[CH:23][CH:24]=[CH:25][C:20]=3[C:19]([F:30])([F:29])[F:18])=[N:7][N:6]2[C:8]=1[C:12]([O:14][CH2:15][CH3:16])=[O:13]. The yield is 0.750.